The task is: Predict the reactants needed to synthesize the given product.. This data is from Full USPTO retrosynthesis dataset with 1.9M reactions from patents (1976-2016). Given the product [Cl:27][CH2:28][CH2:29][NH:30][C:31]([NH:1][C:2]1[CH:7]=[CH:6][C:5]([C:8]2[CH:13]=[C:12]([NH:14][CH2:15][C:16]3[CH:21]=[CH:20][C:19]([Cl:22])=[CH:18][C:17]=3[Cl:23])[N:11]3[N:24]=[CH:25][CH:26]=[C:10]3[N:9]=2)=[CH:4][CH:3]=1)=[O:32], predict the reactants needed to synthesize it. The reactants are: [NH2:1][C:2]1[CH:7]=[CH:6][C:5]([C:8]2[CH:13]=[C:12]([NH:14][CH2:15][C:16]3[CH:21]=[CH:20][C:19]([Cl:22])=[CH:18][C:17]=3[Cl:23])[N:11]3[N:24]=[CH:25][CH:26]=[C:10]3[N:9]=2)=[CH:4][CH:3]=1.[Cl:27][CH2:28][CH2:29][N:30]=[C:31]=[O:32].C(Cl)(Cl)Cl.